From a dataset of CYP2D6 inhibition data for predicting drug metabolism from PubChem BioAssay. Regression/Classification. Given a drug SMILES string, predict its absorption, distribution, metabolism, or excretion properties. Task type varies by dataset: regression for continuous measurements (e.g., permeability, clearance, half-life) or binary classification for categorical outcomes (e.g., BBB penetration, CYP inhibition). Dataset: cyp2d6_veith. The result is 0 (non-inhibitor). The compound is Cc1cc(C)n2nc(SCC(=O)N/N=C/c3ccccc3F)nc2n1.